This data is from Forward reaction prediction with 1.9M reactions from USPTO patents (1976-2016). The task is: Predict the product of the given reaction. (1) Given the reactants [CH2:1]([O:3][C:4](=[O:12])[CH2:5][CH2:6][C@@H:7]([C:9]([OH:11])=[O:10])[NH2:8])[CH3:2].[C:13]([O:17][C:18](O[C:18]([O:17][C:13]([CH3:16])([CH3:15])[CH3:14])=[O:19])=[O:19])([CH3:16])([CH3:15])[CH3:14].C(N(CC)CC)C, predict the reaction product. The product is: [CH2:1]([O:3][C:4](=[O:12])[CH2:5][CH2:6][CH:7]([NH:8][C:18]([O:17][C:13]([CH3:16])([CH3:15])[CH3:14])=[O:19])[C:9]([OH:11])=[O:10])[CH3:2]. (2) Given the reactants [CH3:1][O:2][C:3](=[O:28])[CH2:4][CH2:5][C@H:6]([C@@H:8]1[C@:25]2([CH3:26])[C@H:11]([C@H:12]3[C@H:22]([CH2:23][CH2:24]2)[C@:20]2([CH3:21])[C:15]([CH2:16][C@@H:17]([OH:27])[CH2:18][CH2:19]2)=[CH:14][CH2:13]3)[CH2:10][CH2:9]1)[CH3:7].CC(C)([O-])C.CC(C)([O-])C.CC(C)([O-])C.[Al+3].C(C(C)=O)(C)C.C(OCC)(=O)C.CCCCCC, predict the reaction product. The product is: [CH3:1][O:2][C:3](=[O:28])[CH2:4][CH2:5][C@H:6]([C@@H:8]1[C@:25]2([CH3:26])[C@H:11]([C@H:12]3[C@H:22]([CH2:23][CH2:24]2)[C@:20]2([CH3:21])[C:15](=[CH:16][C:17](=[O:27])[CH2:18][CH2:19]2)[CH2:14][CH2:13]3)[CH2:10][CH2:9]1)[CH3:7]. (3) The product is: [CH2:11]([O:13][C:14](=[O:35])[C:15]1[CH:20]=[C:19]([N:21]2[C:25]([CH3:26])=[CH:24][CH:23]=[C:22]2[C:27]2[CH:32]=[C:31]([Cl:33])[CH:30]=[CH:29][C:28]=2[O:34][CH2:5][C:4]2[CH:7]=[CH:8][C:9]([Cl:10])=[C:2]([Cl:1])[CH:3]=2)[CH:18]=[N:17][CH:16]=1)[CH3:12]. Given the reactants [Cl:1][C:2]1[CH:3]=[C:4]([CH:7]=[CH:8][C:9]=1[Cl:10])[CH2:5]Br.[CH2:11]([O:13][C:14](=[O:35])[C:15]1[CH:20]=[C:19]([N:21]2[C:25]([CH3:26])=[CH:24][CH:23]=[C:22]2[C:27]2[CH:32]=[C:31]([Cl:33])[CH:30]=[CH:29][C:28]=2[OH:34])[CH:18]=[N:17][CH:16]=1)[CH3:12].C([O-])([O-])=O.[K+].[K+], predict the reaction product. (4) Given the reactants C(S[C:4]1[N:13]=[C:12]([OH:14])[C:11]2[C:6](=[C:7]3[CH:17]=[CH:16][N:15]([S:18]([C:21]4[CH:26]=[CH:25][CH:24]=[CH:23][CH:22]=4)(=[O:20])=[O:19])[C:8]3=[CH:9][CH:10]=2)[N:5]=1)C.Cl.CC[OH:30], predict the reaction product. The product is: [C:21]1([S:18]([N:15]2[C:8]3=[CH:9][CH:10]=[C:11]4[C:6]([NH:5][C:4](=[O:30])[NH:13][C:12]4=[O:14])=[C:7]3[CH:17]=[CH:16]2)(=[O:20])=[O:19])[CH:22]=[CH:23][CH:24]=[CH:25][CH:26]=1. (5) The product is: [CH2:23]([N:30]1[CH2:33][C:3]2[CH:4]=[C:5]3[C:10](=[C:11]([CH3:12])[C:2]=2[O:32][CH2:31]1)[O:9][CH2:8][C:7]([C:13]1[CH:18]=[CH:17][C:16]([O:19][CH3:20])=[C:15]([O:21][CH3:22])[CH:14]=1)=[CH:6]3)[C:24]1[CH:29]=[CH:28][CH:27]=[CH:26][CH:25]=1. Given the reactants O[C:2]1[C:11]([CH3:12])=[C:10]2[C:5]([CH:6]=[C:7]([C:13]3[CH:18]=[CH:17][C:16]([O:19][CH3:20])=[C:15]([O:21][CH3:22])[CH:14]=3)[CH2:8][O:9]2)=[CH:4][CH:3]=1.[CH2:23]([NH2:30])[C:24]1[CH:29]=[CH:28][CH:27]=[CH:26][CH:25]=1.[CH2:31]=[O:32].[CH2:33](O)C, predict the reaction product. (6) Given the reactants [CH3:1][O:2][C:3](=[O:13])[CH:4]=[CH:5][C:6]1[CH:7]=[N:8][C:9](Br)=[CH:10][CH:11]=1.[NH:14]1[CH2:19][CH2:18]C[CH2:16][CH2:15]1.CC[O:22]C(C)=O, predict the reaction product. The product is: [CH3:1][O:2][C:3](=[O:13])[CH:4]=[CH:5][C:6]1[CH:7]=[N:8][C:9]([N:14]2[CH2:19][CH2:18][O:22][CH2:16][CH2:15]2)=[CH:10][CH:11]=1. (7) Given the reactants [O:1]1[CH2:6][CH:5]=[C:4]([C:7]2[C:8]([F:33])=[C:9]([N:13]3[CH:18]=[C:17]([O:19][CH3:20])[C:16](=[O:21])[C:15]([C:22]4[N:26]([C:27]5[CH:32]=[CH:31][CH:30]=[CH:29][CH:28]=5)[N:25]=[CH:24][CH:23]=4)=[N:14]3)[CH:10]=[CH:11][CH:12]=2)[CH2:3][CH2:2]1, predict the reaction product. The product is: [F:33][C:8]1[C:7]([CH:4]2[CH2:5][CH2:6][O:1][CH2:2][CH2:3]2)=[CH:12][CH:11]=[CH:10][C:9]=1[N:13]1[CH:18]=[C:17]([O:19][CH3:20])[C:16](=[O:21])[C:15]([C:22]2[N:26]([C:27]3[CH:28]=[CH:29][CH:30]=[CH:31][CH:32]=3)[N:25]=[CH:24][CH:23]=2)=[N:14]1. (8) Given the reactants [F:1][C:2]([F:34])([F:33])[C:3]1[CH:4]=[C:5]([CH:30]=[CH:31][CH:32]=1)[CH2:6][NH:7][C:8](=[O:29])[C:9]1[CH:14]=[CH:13][N:12]=[C:11]([C:15]2[CH:20]=[C:19]([N:21]3[CH2:25][CH2:24][CH2:23][CH2:22]3)[CH:18]=[CH:17][C:16]=2[N+:26]([O-])=O)[CH:10]=1, predict the reaction product. The product is: [F:34][C:2]([F:1])([F:33])[C:3]1[CH:4]=[C:5]([CH:30]=[CH:31][CH:32]=1)[CH2:6][NH:7][C:8](=[O:29])[C:9]1[CH:14]=[CH:13][N:12]=[C:11]([C:15]2[CH:20]=[C:19]([N:21]3[CH2:25][CH2:24][CH2:23][CH2:22]3)[CH:18]=[CH:17][C:16]=2[NH2:26])[CH:10]=1. (9) Given the reactants [F:1][C:2]1[CH:7]=[CH:6][C:5]([N:8]2[C:12]3([CH2:17][CH2:16][NH:15][CH2:14][CH2:13]3)[C:11](=[O:18])[N:10]([CH2:19][C:20]3[CH:32]=[CH:31][CH:30]=[CH:29][C:21]=3[C:22]([O:24][C:25]([CH3:28])([CH3:27])[CH3:26])=[O:23])[CH2:9]2)=[CH:4][CH:3]=1.[I-].[Na+].C(=O)([O-])[O-].[K+].[K+].Cl[CH2:42][CH2:43][CH2:44][N:45]1[C:53]2[C:48](=[CH:49][CH:50]=[CH:51][CH:52]=2)[C:47]([CH3:55])([CH3:54])[C:46]1=[O:56], predict the reaction product. The product is: [CH3:55][C:47]1([CH3:54])[C:48]2[C:53](=[CH:52][CH:51]=[CH:50][CH:49]=2)[N:45]([CH2:44][CH2:43][CH2:42][N:15]2[CH2:14][CH2:13][C:12]3([N:8]([C:5]4[CH:6]=[CH:7][C:2]([F:1])=[CH:3][CH:4]=4)[CH2:9][N:10]([CH2:19][C:20]4[CH:32]=[CH:31][CH:30]=[CH:29][C:21]=4[C:22]([O:24][C:25]([CH3:28])([CH3:26])[CH3:27])=[O:23])[C:11]3=[O:18])[CH2:17][CH2:16]2)[C:46]1=[O:56].